The task is: Predict the reactants needed to synthesize the given product.. This data is from Full USPTO retrosynthesis dataset with 1.9M reactions from patents (1976-2016). (1) Given the product [CH2:30]([C:22]1[N:21]([C:10]2[N:9]=[C:8]3[C:13]([N:14]=[C:6]([CH2:5][CH:3]4[CH2:2][N:1]([C:33](=[O:37])[CH:34]([CH3:36])[CH3:35])[CH2:4]4)[N:7]3[CH3:32])=[C:12]([N:15]3[CH2:20][CH2:19][O:18][CH2:17][CH2:16]3)[N:11]=2)[C:25]2[CH:26]=[CH:27][CH:28]=[CH:29][C:24]=2[N:23]=1)[CH3:31], predict the reactants needed to synthesize it. The reactants are: [NH:1]1[CH2:4][CH:3]([CH2:5][C:6]2[N:7]([CH3:32])[C:8]3[C:13]([N:14]=2)=[C:12]([N:15]2[CH2:20][CH2:19][O:18][CH2:17][CH2:16]2)[N:11]=[C:10]([N:21]2[C:25]4[CH:26]=[CH:27][CH:28]=[CH:29][C:24]=4[N:23]=[C:22]2[CH2:30][CH3:31])[N:9]=3)[CH2:2]1.[C:33](Cl)(=[O:37])[CH:34]([CH3:36])[CH3:35].CCN(CC)CC. (2) Given the product [Cl:1][C:2]1[CH:3]=[C:4]([CH:8]=[CH:9][CH:10]=1)[C:5]([NH:18][CH2:19][C:20]1[CH:36]=[CH:35][C:23]([C:24]([N:26]([C:28]2[CH:33]=[CH:32][C:31]([Cl:34])=[CH:30][CH:29]=2)[CH3:27])=[O:25])=[CH:22][C:21]=1[CH3:37])=[O:6], predict the reactants needed to synthesize it. The reactants are: [Cl:1][C:2]1[CH:3]=[C:4]([CH:8]=[CH:9][CH:10]=1)[C:5](Cl)=[O:6].C(N(CC)CC)C.[NH2:18][CH2:19][C:20]1[CH:36]=[CH:35][C:23]([C:24]([N:26]([C:28]2[CH:33]=[CH:32][C:31]([Cl:34])=[CH:30][CH:29]=2)[CH3:27])=[O:25])=[CH:22][C:21]=1[CH3:37]. (3) The reactants are: [C:1](O)([C:3](F)(F)F)=[O:2].Br[C:9]1[CH:14]=[CH:13][C:12]([C:15]2[CH:16]=[N:17][C:18]3[N:19]([C:21]([C:24]4([C:27]5[CH:28]=[C:29]6[C:34](=[CH:35][CH:36]=5)[N:33]=[CH:32][CH:31]=[CH:30]6)[CH2:26][CH2:25]4)=[CH:22][N:23]=3)[N:20]=2)=[CH:11][CH:10]=1. Given the product [CH3:18][N:19]([CH3:21])[C:1]([C:3]1[CH:11]=[CH:12][C:15]([C:9]2[CH:10]=[CH:11][C:12]([C:15]3[CH:16]=[N:17][C:18]4[N:19]([C:21]([C:24]5([C:27]6[CH:36]=[C:35]7[C:34](=[CH:29][CH:28]=6)[N:33]=[CH:32][CH:31]=[CH:30]7)[CH2:25][CH2:26]5)=[CH:22][N:23]=4)[N:20]=3)=[CH:13][CH:14]=2)=[CH:16][N:17]=1)=[O:2], predict the reactants needed to synthesize it. (4) Given the product [CH3:14][N:12]1[N:11]=[N:10][C:9]([C:6]2[CH:7]=[CH:8][C:3]([CH2:2][N:17]3[CH2:22][CH2:21][C:20](=[O:23])[CH2:19][CH2:18]3)=[CH:4][CH:5]=2)=[N:13]1, predict the reactants needed to synthesize it. The reactants are: Br[CH2:2][C:3]1[CH:8]=[CH:7][C:6]([C:9]2[N:10]=[N:11][N:12]([CH3:14])[N:13]=2)=[CH:5][CH:4]=1.Cl.O.[NH:17]1[CH2:22][CH2:21][C:20](=[O:23])[CH2:19][CH2:18]1.C(N(CC)C(C)C)(C)C. (5) Given the product [F:22][C:21]1[CH:20]=[CH:19][C:15]([C:16]([OH:18])=[O:17])=[CH:14][C:13]=1[C:9]1[CH:8]=[C:7]([CH:32]([CH3:33])[CH3:31])[CH:6]=[C:5]2[C:10]=1[N:1]=[CH:2][CH:3]=[CH:4]2, predict the reactants needed to synthesize it. The reactants are: [N:1]1[C:10]2[C:5](=[CH:6][CH:7]=[CH:8][CH:9]=2)[CH:4]=[CH:3][CH:2]=1.OB(O)[C:13]1[CH:14]=[C:15]([CH:19]=[CH:20][C:21]=1[F:22])[C:16]([OH:18])=[O:17].C([O-])([O-])=O.[Na+].[Na+].Cl.[CH2:31](O)[CH2:32][CH3:33]. (6) Given the product [CH2:1]([O:3][C:4]([C:6]1[N:7]=[C:8]([Br:28])[C:9]2[N:10]([CH3:20])[C:11]3[C:16]([C:17]=2[C:18]=1[OH:19])=[CH:15][CH:14]=[CH:13][CH:12]=3)=[O:5])[CH3:2], predict the reactants needed to synthesize it. The reactants are: [CH2:1]([O:3][C:4]([C:6]1[N:7]=[CH:8][C:9]2[N:10]([CH3:20])[C:11]3[C:16]([C:17]=2[C:18]=1[OH:19])=[CH:15][CH:14]=[CH:13][CH:12]=3)=[O:5])[CH3:2].C1C(=O)N([Br:28])C(=O)C1. (7) The reactants are: [F:1][C:2]1[CH:3]=[C:4]([CH:13]=[CH:14][C:15]=1[F:16])[CH2:5][O:6][CH:7]1[CH2:12][CH2:11][NH:10][CH2:9][CH2:8]1.N1C=CC=CC=1.[Br:23][CH2:24][C:25](Br)=[O:26]. Given the product [Br:23][CH2:24][C:25]([N:10]1[CH2:9][CH2:8][CH:7]([O:6][CH2:5][C:4]2[CH:13]=[CH:14][C:15]([F:16])=[C:2]([F:1])[CH:3]=2)[CH2:12][CH2:11]1)=[O:26], predict the reactants needed to synthesize it.